The task is: Predict the product of the given reaction.. This data is from Forward reaction prediction with 1.9M reactions from USPTO patents (1976-2016). (1) Given the reactants [CH2:1]1[C@H:5]2[CH2:6][NH:7][CH2:8][CH2:9][N:4]2[C:3](=[O:10])[O:2]1.Cl[C:12]1[C:21]2[C:16](=[CH:17][C:18]([Cl:22])=[CH:19][CH:20]=2)[CH:15]=[N:14][N:13]=1.C(N(CC)C(C)C)(C)C, predict the reaction product. The product is: [Cl:22][C:18]1[CH:17]=[C:16]2[C:21](=[CH:20][CH:19]=1)[C:12]([N:7]1[CH2:8][CH2:9][N:4]3[C:3](=[O:10])[O:2][CH2:1][C@H:5]3[CH2:6]1)=[N:13][N:14]=[CH:15]2. (2) The product is: [CH2:2]([N:9]1[CH2:10][CH:11]2[CH2:17][CH:15]([CH:14]([CH3:18])[NH:13][CH:12]2[CH3:26])[CH2:16]1)[C:3]1[CH:4]=[CH:5][CH:6]=[CH:7][CH:8]=1. Given the reactants Cl.[CH2:2]([N:9]1[CH2:16][CH:15]2[CH2:17][CH:11]([CH:12]([CH3:26])[N:13](C(OC(C)(C)C)=O)[CH:14]2[CH3:18])[CH2:10]1)[C:3]1[CH:8]=[CH:7][CH:6]=[CH:5][CH:4]=1, predict the reaction product. (3) Given the reactants [CH3:1][C:2]1[C:7]([O:8][C:9]2[CH:14]=[CH:13][N:12]=[C:11]([C:15]3[CH:16]=[N:17][N:18]([CH3:20])[CH:19]=3)[CH:10]=2)=[C:6]([CH3:21])[N:5]=[C:4](N)[CH:3]=1.[I:23]CI.C(ON=O)(C)(C)C, predict the reaction product. The product is: [I:23][C:4]1[N:5]=[C:6]([CH3:21])[C:7]([O:8][C:9]2[CH:14]=[CH:13][N:12]=[C:11]([C:15]3[CH:16]=[N:17][N:18]([CH3:20])[CH:19]=3)[CH:10]=2)=[C:2]([CH3:1])[CH:3]=1. (4) Given the reactants [Si]([O:18][C:19]1[CH:56]=[CH:55][C:22]([O:23][CH2:24][C@@H:25]([OH:54])[CH2:26][NH:27][CH2:28][CH2:29][C:30]2[CH:53]=[CH:52][C:33]([NH:34][CH:35]3[CH2:40][CH2:39][N:38]([C:41]([NH:43][CH2:44][C:45]4[CH:50]=[CH:49][C:48]([F:51])=[CH:47][CH:46]=4)=[O:42])[CH2:37][CH2:36]3)=[CH:32][CH:31]=2)=[CH:21][CH:20]=1)(C(C)(C)C)(C1C=CC=CC=1)C1C=CC=CC=1, predict the reaction product. The product is: [F:51][C:48]1[CH:47]=[CH:46][C:45]([CH2:44][NH:43][C:41]([N:38]2[CH2:37][CH2:36][CH:35]([NH:34][C:33]3[CH:52]=[CH:53][C:30]([CH2:29][CH2:28][NH:27][CH2:26][C@H:25]([OH:54])[CH2:24][O:23][C:22]4[CH:21]=[CH:20][C:19]([OH:18])=[CH:56][CH:55]=4)=[CH:31][CH:32]=3)[CH2:40][CH2:39]2)=[O:42])=[CH:50][CH:49]=1. (5) Given the reactants Br[C:2]1[C:3]([N:22]2[CH2:26][CH2:25][C@@H:24]([OH:27])[CH2:23]2)=[N:4][CH:5]=[C:6]([CH:21]=1)[C:7]([NH:9][C:10]1[CH:15]=[CH:14][C:13]([O:16][C:17]([F:20])([F:19])[F:18])=[CH:12][CH:11]=1)=[O:8].[CH3:28][O:29][C:30]1[N:35]=[CH:34][C:33](B(O)O)=[CH:32][CH:31]=1.[O-]P([O-])([O-])=O.[K+].[K+].[K+], predict the reaction product. The product is: [OH:27][C@@H:24]1[CH2:25][CH2:26][N:22]([C:3]2[C:2]([C:33]3[CH:34]=[N:35][C:30]([O:29][CH3:28])=[CH:31][CH:32]=3)=[CH:21][C:6]([C:7]([NH:9][C:10]3[CH:15]=[CH:14][C:13]([O:16][C:17]([F:20])([F:19])[F:18])=[CH:12][CH:11]=3)=[O:8])=[CH:5][N:4]=2)[CH2:23]1. (6) Given the reactants ClC1C=CC([C:8]2([C:11]([C:13]3([C:16]4[CH:21]=[CH:20][C:19]([Cl:22])=[CH:18][CH:17]=4)CC3)=O)[CH2:10]C2)=CC=1.[NH2:23][CH2:24][C:25]1[CH:30]=[CH:29][CH:28]=[CH:27][N:26]=1, predict the reaction product. The product is: [CH:11]1([CH:13]([C:16]2[CH:17]=[CH:18][C:19]([Cl:22])=[CH:20][CH:21]=2)[NH:23][CH2:24][C:25]2[CH:30]=[CH:29][CH:28]=[CH:27][N:26]=2)[CH2:8][CH2:10]1. (7) Given the reactants [CH3:1][O:2][CH:3]([O:11][CH3:12])[CH:4]([N:6]([CH3:10])[C:7]([NH2:9])=[O:8])[CH3:5].[Cl:13][C:14]1[N:15]=[N:16][C:17](Cl)=[CH:18][C:19]=1[C:20]([F:23])([CH3:22])[CH3:21].C(=O)([O-])[O-].[K+].[K+].C1(P(C2C=CC=CC=2)C2C3OC4C(=CC=CC=4P(C4C=CC=CC=4)C4C=CC=CC=4)C(C)(C)C=3C=CC=2)C=CC=CC=1, predict the reaction product. The product is: [Cl:13][C:14]1[N:15]=[N:16][C:17]([NH:9][C:7](=[O:8])[N:6]([CH:4]([CH3:5])[CH:3]([O:11][CH3:12])[O:2][CH3:1])[CH3:10])=[CH:18][C:19]=1[C:20]([F:23])([CH3:21])[CH3:22].